This data is from Full USPTO retrosynthesis dataset with 1.9M reactions from patents (1976-2016). The task is: Predict the reactants needed to synthesize the given product. (1) Given the product [Cl:1][C:2]1[CH:3]=[C:4]([C:8]2[N:9]=[C:10]([NH:17][C:18]3[CH:19]=[CH:20][C:21]([CH2:24][CH:25]([OH:27])[CH3:26])=[CH:22][CH:23]=3)[C:11]3[CH2:16][CH2:15][CH2:14][C:12]=3[N:13]=2)[CH:5]=[CH:6][CH:7]=1, predict the reactants needed to synthesize it. The reactants are: [Cl:1][C:2]1[CH:3]=[C:4]([C:8]2[N:9]=[C:10]([NH:17][C:18]3[CH:23]=[CH:22][C:21]([CH2:24][C:25](=[O:27])[CH3:26])=[CH:20][CH:19]=3)[C:11]3[CH2:16][CH2:15][CH2:14][C:12]=3[N:13]=2)[CH:5]=[CH:6][CH:7]=1.[BH4-].[Na+]. (2) The reactants are: [Cl:1][C:2]1[CH:7]=[CH:6][C:5]([C:8]2[O:12][N:11]=[CH:10][C:9]=2[CH2:13][CH2:14][C:15](OC)=[O:16])=[CH:4][CH:3]=1.[H-].C([Al+]CC(C)C)C(C)C.Cl. Given the product [Cl:1][C:2]1[CH:3]=[CH:4][C:5]([C:8]2[O:12][N:11]=[CH:10][C:9]=2[CH2:13][CH2:14][CH2:15][OH:16])=[CH:6][CH:7]=1, predict the reactants needed to synthesize it. (3) The reactants are: [CH3:1][CH2:2]/[CH:3]=[CH:4]\[CH2:5]/[CH:6]=[CH:7]\[CH2:8]/[CH:9]=[CH:10]\[CH2:11]/[CH:12]=[CH:13]\[CH2:14]/[CH:15]=[CH:16]\[CH2:17]/[CH:18]=[CH:19]\[CH2:20][CH2:21][C:22]([OH:24])=O.CN(C1C=CC=CN=1)C.C1(N=C=NC2CCCCC2)CCCCC1.[OH:49][C:50]1[CH:51]=[C:52]2[C:56](=[CH:57][CH:58]=1)[NH:55][CH:54]=[C:53]2[CH2:59][C:60]([OH:62])=[O:61]. Given the product [C:22]([N:55]1[C:56]2[C:52](=[CH:51][C:50]([OH:49])=[CH:58][CH:57]=2)[C:53]([CH2:59][C:60]([OH:62])=[O:61])=[CH:54]1)(=[O:24])[CH2:21][CH2:20][CH:19]=[CH:18][CH2:17][CH:16]=[CH:15][CH2:14][CH:13]=[CH:12][CH2:11][CH:10]=[CH:9][CH2:8][CH:7]=[CH:6][CH2:5][CH:4]=[CH:3][CH2:2][CH3:1], predict the reactants needed to synthesize it. (4) Given the product [CH3:34][S:35]([OH:38])(=[O:37])=[O:36].[F:33][CH:2]([F:1])[C:3]1[N:7]([C:8]2[N:13]=[C:12]([N:14]3[CH2:15][CH2:16][O:17][CH2:18][CH2:19]3)[N:11]=[C:10]([NH:20][C:21]3[CH:22]=[N:23][CH:24]=[CH:25][CH:26]=3)[N:9]=2)[C:6]2[CH:27]=[CH:28][CH:29]=[C:30]([O:31][CH3:32])[C:5]=2[N:4]=1, predict the reactants needed to synthesize it. The reactants are: [F:1][CH:2]([F:33])[C:3]1[N:7]([C:8]2[N:13]=[C:12]([N:14]3[CH2:19][CH2:18][O:17][CH2:16][CH2:15]3)[N:11]=[C:10]([NH:20][C:21]3[CH:22]=[N:23][CH:24]=[CH:25][CH:26]=3)[N:9]=2)[C:6]2[CH:27]=[CH:28][CH:29]=[C:30]([O:31][CH3:32])[C:5]=2[N:4]=1.[CH3:34][S:35]([OH:38])(=[O:37])=[O:36].CCOC(C)=O. (5) Given the product [C:65]([NH:64][CH:61]1[CH2:62][CH2:63][N:59]([CH2:58][CH2:57][NH:56][C:30]([C:26]2[C:25]([CH3:33])=[C:24](/[CH:23]=[C:16]3\[C:17](=[O:22])[NH:18][C:19]4[C:15]\3=[CH:14][C:13]([S:10]([CH2:9][C:3]3[C:2]([Cl:1])=[CH:7][CH:6]=[CH:5][C:4]=3[Cl:8])(=[O:11])=[O:12])=[CH:21][CH:20]=4)[NH:28][C:27]=2[CH3:29])=[O:32])[CH2:60]1)(=[O:67])[CH3:66], predict the reactants needed to synthesize it. The reactants are: [Cl:1][C:2]1[CH:7]=[CH:6][CH:5]=[C:4]([Cl:8])[C:3]=1[CH2:9][S:10]([C:13]1[CH:14]=[C:15]2[C:19](=[CH:20][CH:21]=1)[NH:18][C:17](=[O:22])/[C:16]/2=[CH:23]\[C:24]1[NH:28][C:27]([CH3:29])=[C:26]([C:30]([OH:32])=O)[C:25]=1[CH3:33])(=[O:12])=[O:11].C1C=CC2N(O)N=NC=2C=1.CCN=C=NCCCN(C)C.Cl.[NH2:56][CH2:57][CH2:58][N:59]1[CH2:63][CH2:62][CH:61]([NH:64][C:65](=[O:67])[CH3:66])[CH2:60]1.